Dataset: Catalyst prediction with 721,799 reactions and 888 catalyst types from USPTO. Task: Predict which catalyst facilitates the given reaction. Reactant: [H-].[H-].[H-].[H-].[Li+].[Al+3].[NH2:7][C:8]1[CH:9]=[C:10]([C:18]2[CH2:23][CH2:22][N:21]([C:24](OC(C)(C)C)=O)[CH2:20][CH:19]=2)[CH:11]=[C:12]([C:14]([F:17])([F:16])[F:15])[CH:13]=1.O.[OH-].[Na+]. Product: [CH3:24][N:21]1[CH2:20][CH:19]=[C:18]([C:10]2[CH:9]=[C:8]([NH2:7])[CH:13]=[C:12]([C:14]([F:15])([F:16])[F:17])[CH:11]=2)[CH2:23][CH2:22]1. The catalyst class is: 1.